This data is from CYP1A2 inhibition data for predicting drug metabolism from PubChem BioAssay. The task is: Regression/Classification. Given a drug SMILES string, predict its absorption, distribution, metabolism, or excretion properties. Task type varies by dataset: regression for continuous measurements (e.g., permeability, clearance, half-life) or binary classification for categorical outcomes (e.g., BBB penetration, CYP inhibition). Dataset: cyp1a2_veith. The compound is CS(=O)(=O)N1CCN(c2ccc([N+](=O)[O-])c(N3CCOCC3)c2)CC1. The result is 0 (non-inhibitor).